Dataset: Full USPTO retrosynthesis dataset with 1.9M reactions from patents (1976-2016). Task: Predict the reactants needed to synthesize the given product. (1) Given the product [Br:12][C:9]1[CH:10]=[CH:11][C:6]([CH:3]([NH:2][C:27]([C:25]2[N:24]=[N:23][N:22]([CH2:21][CH2:20][NH:19][C:17](=[O:18])[C:16]3[CH:30]=[CH:31][C:32]([O:36][CH3:37])=[C:33]([O:34][CH3:35])[C:15]=3[O:14][CH3:13])[CH:26]=2)=[O:28])[C:4]#[N:5])=[CH:7][CH:8]=1, predict the reactants needed to synthesize it. The reactants are: Cl.[NH2:2][CH:3]([C:6]1[CH:11]=[CH:10][C:9]([Br:12])=[CH:8][CH:7]=1)[C:4]#[N:5].[CH3:13][O:14][C:15]1[C:33]([O:34][CH3:35])=[C:32]([O:36][CH3:37])[CH:31]=[CH:30][C:16]=1[C:17]([NH:19][CH2:20][CH2:21][N:22]1[CH:26]=[C:25]([C:27](O)=[O:28])[N:24]=[N:23]1)=[O:18]. (2) Given the product [CH3:34][C:35]1([CH3:42])[O:39][CH:38](/[CH:40]=[CH:41]/[C:10]2[CH:9]=[C:8]3[C:13](=[CH:12][CH:11]=2)[C:14](=[O:24])[C:15]2[C:16]4[CH:23]=[CH:22][CH:21]=[CH:20][C:17]=4[O:18][C:19]=2[C:7]3([CH3:33])[CH3:6])[CH2:37][O:36]1, predict the reactants needed to synthesize it. The reactants are: CN(C=O)C.[CH3:6][C:7]1([CH3:33])[C:19]2[O:18][C:17]3[CH:20]=[CH:21][CH:22]=[CH:23][C:16]=3[C:15]=2[C:14](=[O:24])[C:13]2[C:8]1=[CH:9][C:10](OS(C(F)(F)F)(=O)=O)=[CH:11][CH:12]=2.[CH3:34][C:35]1([CH3:42])[O:39][CH:38]([CH:40]=[CH2:41])[CH2:37][O:36]1.C([O-])(O)=O.[Na+]. (3) Given the product [F:15][C:2]([F:1])([F:14])[C:3]1[CH:4]=[CH:5][CH:6]=[C:7]2[C:11]=1[NH:10][CH:9]=[CH:8]2, predict the reactants needed to synthesize it. The reactants are: [F:1][C:2]([F:15])([F:14])[C:3]1[CH:4]=[CH:5][CH:6]=[C:7]2[C:11]=1[NH:10][C:9](=O)[C:8]2=O.B(F)(F)F.CCOCC.[BH4-].[Na+].Cl. (4) Given the product [CH2:1]([C:8]1[N:9]=[C:10]2[C:15]([C:16]([F:19])([F:18])[F:17])=[CH:14][CH:13]=[N:12][N:11]2[C:20]=1[C:22]1[CH:23]=[C:24]([OH:28])[CH:25]=[CH:26][CH:27]=1)[C:2]1[CH:3]=[CH:4][CH:5]=[CH:6][CH:7]=1, predict the reactants needed to synthesize it. The reactants are: [CH2:1]([C:8]1[N:9]=[C:10]2[C:15]([C:16]([F:19])([F:18])[F:17])=[CH:14][CH:13]=[N:12][N:11]2[CH:20]=1)[C:2]1[CH:7]=[CH:6][CH:5]=[CH:4][CH:3]=1.I[C:22]1[CH:23]=[C:24]([OH:28])[CH:25]=[CH:26][CH:27]=1.C([O-])(=O)C.[K+].